From a dataset of Peptide-MHC class I binding affinity with 185,985 pairs from IEDB/IMGT. Regression. Given a peptide amino acid sequence and an MHC pseudo amino acid sequence, predict their binding affinity value. This is MHC class I binding data. (1) The peptide sequence is YAPFARLLN. The MHC is HLA-A24:02 with pseudo-sequence HLA-A24:02. The binding affinity (normalized) is 0.0880. (2) The peptide sequence is ERPAFGIQK. The MHC is HLA-B58:01 with pseudo-sequence HLA-B58:01. The binding affinity (normalized) is 0.0847. (3) The peptide sequence is AMGAASLT. The MHC is Mamu-A11 with pseudo-sequence Mamu-A11. The binding affinity (normalized) is 0. (4) The MHC is HLA-A01:01 with pseudo-sequence HLA-A01:01. The peptide sequence is SHEQGDIAL. The binding affinity (normalized) is 0.0847. (5) The peptide sequence is TSFFYRYGFV. The MHC is Mamu-A02 with pseudo-sequence Mamu-A02. The binding affinity (normalized) is 0.750.